From a dataset of Catalyst prediction with 721,799 reactions and 888 catalyst types from USPTO. Predict which catalyst facilitates the given reaction. (1) Reactant: [F:1][C:2]1[CH:3]=[C:4]([CH:17]=[CH:18][CH:19]=1)[C:5]([NH:7][C:8]([CH3:16])([C:10]1[CH:15]=[CH:14][CH:13]=[CH:12][CH:11]=1)[CH3:9])=[O:6].CN(CCN(C)C)C.C([Li])(CC)C.CCCCCC.CN([CH:42]=[O:43])C. Product: [F:1][C:2]1[CH:19]=[CH:18][CH:17]=[C:4]2[C:3]=1[CH:42]([OH:43])[N:7]([C:8]([CH3:16])([C:10]1[CH:11]=[CH:12][CH:13]=[CH:14][CH:15]=1)[CH3:9])[C:5]2=[O:6]. The catalyst class is: 1. (2) Reactant: [CH2:1]([N:8]1[C:13](=[O:14])[CH:12]=[CH:11][C:10]([C:15]([F:20])([F:19])[C:16]([OH:18])=O)=[CH:9]1)[C:2]1[CH:7]=[CH:6][CH:5]=[CH:4][CH:3]=1.P(Cl)(Cl)(Cl)=O.Cl.[NH2:27][CH2:28][C:29]1[CH:30]=[C:31]2[C:35](=[CH:36][CH:37]=1)[C:34](=[O:38])[N:33]([CH:39]1[CH2:44][CH2:43][C:42](=[O:45])[NH:41][C:40]1=[O:46])[CH2:32]2.C(=O)(O)[O-].[Na+]. Product: [CH2:1]([N:8]1[C:13](=[O:14])[CH:12]=[CH:11][C:10]([C:15]([F:20])([F:19])[C:16]([NH:27][CH2:28][C:29]2[CH:30]=[C:31]3[C:35](=[CH:36][CH:37]=2)[C:34](=[O:38])[N:33]([CH:39]2[CH2:44][CH2:43][C:42](=[O:45])[NH:41][C:40]2=[O:46])[CH2:32]3)=[O:18])=[CH:9]1)[C:2]1[CH:3]=[CH:4][CH:5]=[CH:6][CH:7]=1. The catalyst class is: 17. (3) Reactant: [F:1][C:2]1[CH:3]=[CH:4][C:5]2[O:11][CH2:10][CH2:9][NH:8][C:7](=[O:12])[C:6]=2[CH:13]=1.FC(F)(F)C(OC(=O)C(F)(F)F)=O.[N+:27]([O-])([O-:29])=[O:28].[K+].[OH-].[Na+]. Product: [F:1][C:2]1[CH:3]=[C:4]([N+:27]([O-:29])=[O:28])[C:5]2[O:11][CH2:10][CH2:9][NH:8][C:7](=[O:12])[C:6]=2[CH:13]=1. The catalyst class is: 10. (4) Reactant: [O:1]=[C:2]([CH3:10])[CH2:3][N:4]1[CH2:9][CH2:8][O:7][CH2:6][CH2:5]1.[CH3:11][Mg+].[Br-].Cl. Product: [OH:1][C:2]([CH3:11])([CH3:10])[CH2:3][N:4]1[CH2:9][CH2:8][O:7][CH2:6][CH2:5]1. The catalyst class is: 27. (5) Reactant: [CH3:1][O:2][C:3]1[CH:8]=[CH:7][C:6]([CH2:9][C:10]([NH2:12])=[O:11])=[CH:5][CH:4]=1.C(C1C=C(O)C=C(C(C)(C)C)C=1C)(C)(C)C.Cl[C:30]([S:32]Cl)=[O:31].Cl. Product: [CH3:1][O:2][C:3]1[CH:4]=[CH:5][C:6]([CH2:9][C:10]2[O:11][C:30](=[O:31])[S:32][N:12]=2)=[CH:7][CH:8]=1. The catalyst class is: 11. (6) Reactant: C([N:11]1[CH2:16][CH2:15][CH:14]([NH:17][C:18]([O:20][C:21]([CH3:24])([CH3:23])[CH3:22])=[O:19])[CH2:13][CH2:12]1)(OCC1C=CC=CC=1)=O. Product: [C:18]([NH:17][CH:14]1[CH2:15][CH2:16][NH:11][CH2:12][CH2:13]1)([O:20][C:21]([CH3:24])([CH3:23])[CH3:22])=[O:19]. The catalyst class is: 29. (7) Reactant: Cl[C:2]1[N:3]([CH2:25][CH:26]2[CH2:28][CH2:27]2)[C:4]2[C:9]([N:10]=1)=[C:8]([N:11]1[CH2:16][CH2:15][O:14][CH2:13][CH2:12]1)[N:7]=[C:6]([C:17]1[C:18]([CH3:24])=[N:19][C:20]([NH2:23])=[N:21][CH:22]=1)[N:5]=2.[CH2:29]([NH2:32])[CH2:30][NH2:31].C(N(CC)CC)C.[S:40](Cl)([CH3:43])(=[O:42])=[O:41]. Product: [NH2:23][C:20]1[N:19]=[C:18]([CH3:24])[C:17]([C:6]2[N:5]=[C:4]3[C:9]([N:10]=[C:2]([NH:31][CH2:30][CH2:29][NH:32][S:40]([CH3:43])(=[O:42])=[O:41])[N:3]3[CH2:25][CH:26]3[CH2:28][CH2:27]3)=[C:8]([N:11]3[CH2:16][CH2:15][O:14][CH2:13][CH2:12]3)[N:7]=2)=[CH:22][N:21]=1. The catalyst class is: 60.